From a dataset of Full USPTO retrosynthesis dataset with 1.9M reactions from patents (1976-2016). Predict the reactants needed to synthesize the given product. (1) Given the product [CH2:25]([N:27]1[C:39]2[CH:38]=[CH:37][C:36]([NH:40][C:16]([C@@H:9]3[CH2:10][C:11](=[N:13][O:14][CH3:15])[CH2:12][N:8]3[C:6](=[O:7])[CH2:21][O:20][CH3:19])=[O:18])=[CH:35][C:34]=2[C:33]2[C:28]1=[CH:29][CH:30]=[CH:31][CH:32]=2)[CH3:26], predict the reactants needed to synthesize it. The reactants are: C(O[C:6]([N:8]1[CH2:12][C:11](=[N:13][O:14][CH3:15])[CH2:10][C@H:9]1[C:16]([OH:18])=O)=[O:7])(C)(C)C.[CH3:19][O:20][CH2:21]C(Cl)=O.[CH2:25]([N:27]1[C:39]2[CH:38]=[CH:37][C:36]([NH2:40])=[CH:35][C:34]=2[C:33]2[C:28]1=[CH:29][CH:30]=[CH:31][CH:32]=2)[CH3:26]. (2) Given the product [Br:22][C:7]1[N:8]([CH3:21])[C:9]2[C:14]([C:6]=1[CH:1]1[CH2:2][CH2:3][CH2:4][CH2:5]1)=[CH:13][CH:12]=[C:11]([C:15]([O:17][CH:18]([CH3:19])[CH3:20])=[O:16])[CH:10]=2, predict the reactants needed to synthesize it. The reactants are: [CH:1]1([C:6]2[C:14]3[C:9](=[CH:10][C:11]([C:15]([O:17][CH:18]([CH3:20])[CH3:19])=[O:16])=[CH:12][CH:13]=3)[N:8]([CH3:21])[CH:7]=2)[CH2:5][CH2:4][CH2:3][CH2:2]1.[Br:22]Br. (3) Given the product [F:13][C:8]1[CH:9]=[CH:10][CH:11]=[CH:12][C:7]=1[N:6]1[C:2]([S:33][C:29]2[CH:30]=[CH:31][CH:32]=[C:27]([O:26][CH3:25])[CH:28]=2)=[CH:3][C:4]([C:14]([O:16][CH2:17][CH3:18])=[O:15])=[N:5]1, predict the reactants needed to synthesize it. The reactants are: Br[C:2]1[N:6]([C:7]2[CH:12]=[CH:11][CH:10]=[CH:9][C:8]=2[F:13])[N:5]=[C:4]([C:14]([O:16][CH2:17][CH3:18])=[O:15])[CH:3]=1.C(=O)([O-])[O-].[K+].[K+].[CH3:25][O:26][C:27]1[CH:28]=[C:29]([SH:33])[CH:30]=[CH:31][CH:32]=1. (4) Given the product [CH:11]1([C:14]2[N:16]=[C:6]([OH:8])[CH:2]=[C:3]([OH:4])[N:15]=2)[CH2:13][CH2:12]1, predict the reactants needed to synthesize it. The reactants are: C[C:2](C)([C:6]([O-:8])=O)[C:3]([O-])=[O:4].Cl.[CH:11]1([C:14]([NH2:16])=[NH:15])[CH2:13][CH2:12]1.C[O-].[Na+]. (5) Given the product [F:12][CH:11]([F:13])[C:10]1[C:9]([C:8]([O:7][CH2:5][CH3:6])=[O:19])=[CH:15][N:2]([CH3:1])[N:3]=1, predict the reactants needed to synthesize it. The reactants are: [CH3:1][NH:2][NH2:3].O.[CH2:5]([O:7][C:8](=[O:19])/[C:9](=[CH:15]\OCC)/[C:10](=O)[CH:11]([F:13])[F:12])[CH3:6].